This data is from Reaction yield outcomes from USPTO patents with 853,638 reactions. The task is: Predict the reaction yield, written as a fraction of the theoretical maximum amount of product (1.0 means a 100% yield; for example, 0.34 means a 34% yield). (1) The catalyst is C(O)C. The reactants are [CH:1]([C@H:14]1[CH2:20][C@H:19]2[C@H:17]([O:18]2)[CH2:16][O:15]1)([C:8]1[CH:13]=[CH:12][CH:11]=[CH:10][CH:9]=1)[C:2]1[CH:7]=[CH:6][CH:5]=[CH:4][CH:3]=1.[CH3:21][O:22][C:23]1[CH:30]=[CH:29][C:26]([CH2:27][NH2:28])=[CH:25][CH:24]=1. The product is [CH:1]([C@H:14]1[CH2:20][C@H:19]([OH:18])[C@@H:17]([NH:28][CH2:27][C:26]2[CH:29]=[CH:30][C:23]([O:22][CH3:21])=[CH:24][CH:25]=2)[CH2:16][O:15]1)([C:8]1[CH:13]=[CH:12][CH:11]=[CH:10][CH:9]=1)[C:2]1[CH:3]=[CH:4][CH:5]=[CH:6][CH:7]=1. The yield is 0.800. (2) The reactants are [Cl:1][C:2]1[CH:3]=[C:4]2[C:12](=[CH:13][CH:14]=1)[NH:11][C:10]1[C:9](=O)[CH2:8][CH2:7][CH2:6][C:5]2=1.C([O-])(=O)C.[NH4+].C([BH3-])#[N:22].[Na+].Cl. The catalyst is CO. The product is [Cl:1][C:2]1[CH:3]=[C:4]2[C:12](=[CH:13][CH:14]=1)[NH:11][C:10]1[CH:9]([NH2:22])[CH2:8][CH2:7][CH2:6][C:5]2=1. The yield is 0.520. (3) The reactants are [N:1]1[CH:6]=[CH:5][C:4]([NH2:7])=[N:3][CH:2]=1.Br[C:9]1[C:10](=[O:17])[N:11]([CH3:16])[N:12]=[C:13]([Cl:15])[CH:14]=1.C(=O)([O-])[O-].[Cs+].[Cs+].CC1(C)C2C(=C(P(C3C=CC=CC=3)C3C=CC=CC=3)C=CC=2)OC2C(P(C3C=CC=CC=3)C3C=CC=CC=3)=CC=CC1=2. The catalyst is C1C=CC(/C=C/C(/C=C/C2C=CC=CC=2)=O)=CC=1.C1C=CC(/C=C/C(/C=C/C2C=CC=CC=2)=O)=CC=1.C1C=CC(/C=C/C(/C=C/C2C=CC=CC=2)=O)=CC=1.[Pd].[Pd].O1CCOCC1. The product is [Cl:15][C:13]1[CH:14]=[C:9]([NH:7][C:4]2[CH:5]=[CH:6][N:1]=[CH:2][N:3]=2)[C:10](=[O:17])[N:11]([CH3:16])[N:12]=1. The yield is 0.700. (4) The reactants are C(OC([N:8]1[CH2:13][CH2:12][N:11]([C:14](=[O:23])[C:15]2[CH:20]=[CH:19][CH:18]=[C:17]([C:21]#[N:22])[CH:16]=2)[CH2:10][CH2:9]1)=O)(C)(C)C.[ClH:24]. The catalyst is O1CCOCC1. The product is [ClH:24].[C:21]([C:17]1[CH:16]=[C:15]([C:14]([N:11]2[CH2:12][CH2:13][NH:8][CH2:9][CH2:10]2)=[O:23])[CH:20]=[CH:19][CH:18]=1)#[N:22]. The yield is 0.750. (5) The reactants are [NH2:1][C:2]1[C:3]([C:27]#[N:28])=[C:4]([CH:24]=[CH:25][CH:26]=1)[O:5][CH2:6][C:7]([CH3:23])([CH3:22])[CH2:8][NH:9][C:10]([NH:12][CH2:13][C:14]1[CH:19]=[CH:18][C:17]([O:20][CH3:21])=[CH:16][CH:15]=1)=[O:11].[S:29](Cl)(=[O:32])(=[O:31])[NH2:30]. No catalyst specified. The product is [S:29]([NH:1][C:2]1[C:3]([C:27]#[N:28])=[C:4]([CH:24]=[CH:25][CH:26]=1)[O:5][CH2:6][C:7]([CH3:23])([CH3:22])[CH2:8][NH:9][C:10]([NH:12][CH2:13][C:14]1[CH:15]=[CH:16][C:17]([O:20][CH3:21])=[CH:18][CH:19]=1)=[O:11])(=[O:32])(=[O:31])[NH2:30]. The yield is 1.00.